Regression. Given a target protein amino acid sequence and a drug SMILES string, predict the binding affinity score between them. We predict pAffinity (pAffinity = -log10(affinity in M)). Dataset: bindingdb_patent. From a dataset of Drug-target binding data from BindingDB patent sources. (1) The compound is CC1=C(C(NC(=O)N1)c1ccc(F)c(CC(=O)NCc2c(cccc2C(F)(F)F)C(F)(F)F)c1)C(=O)Nc1ccc2[nH]ncc2c1. The target protein (P34947) has sequence MELENIVANTVLLKAREGGGGKRKGKSKKWKEILKFPHISQCEDLRRTIDRDYCSLCDKQPIGRLLFRQFCETRPGLECYIQFLDSVAEYEVTPDEKLGEKGKEIMTKYLTPKSPVFIAQVGQDLVSQTEEKLLQKPCKELFSACAQSVHEYLRGEPFHEYLDSMFFDRFLQWKWLERQPVTKNTFRQYRVLGKGGFGEVCACQVRATGKMYACKRLEKKRIKKRKGESMALNEKQILEKVNSQFVVNLAYAYETKDALCLVLTIMNGGDLKFHIYNMGNPGFEEERALFYAAEILCGLEDLHRENTVYRDLKPENILLDDYGHIRISDLGLAVKIPEGDLIRGRVGTVGYMAPEVLNNQRYGLSPDYWGLGCLIYEMIEGQSPFRGRKEKVKREEVDRRVLETEEVYSHKFSEEAKSICKMLLTKDAKQRLGCQEEGAAEVKRHPFFRNMNFKRLEAGMLDPPFVPDPRAVYCKDVLDIEQFSTVKGVNLDHTDDDFYS.... The pAffinity is 4.0. (2) The compound is CCc1nn2c(C)cc(C)nc2c1Cc1ccc(\C=C\C2(O)CCN(CC2)C(=O)OC(C)(C)C)cc1. The target protein (P46093) has sequence MGNHTWEGCHVDSRVDHLFPPSLYIFVIGVGLPTNCLALWAAYRQVQQRNELGVYLMNLSIADLLYICTLPLWVDYFLHHDNWIHGPGSCKLFGFIFYTNIYISIAFLCCISVDRYLAVAHPLRFARLRRVKTAVAVSSVVWATELGANSAPLFHDELFRDRYNHTFCFEKFPMEGWVAWMNLYRVFVGFLFPWALMLLSYRGILRAVRGSVSTERQEKAKIKRLALSLIAIVLVCFAPYHVLLLSRSAIYLGRPWDCGFEERVFSAYHSSLAFTSLNCVADPILYCLVNEGARSDVAKALHNLLRFLASDKPQEMANASLTLETPLTSKRNSTAKAMTGSWAATPPSQGDQVQLKMLPPAQ. The pAffinity is 7.3. (3) The compound is CCc1cnc(OCc2cn(nn2)-c2cc(C)c(F)cc2F)nc1. The target protein (P19793) has sequence MDTKHFLPLDFSTQVNSSLTSPTGRGSMAAPSLHPSLGPGIGSPGQLHSPISTLSSPINGMGPPFSVISSPMGPHSMSVPTTPTLGFSTGSPQLSSPMNPVSSSEDIKPPLGLNGVLKVPAHPSGNMASFTKHICAICGDRSSGKHYGVYSCEGCKGFFKRTVRKDLTYTCRDNKDCLIDKRQRNRCQYCRYQKCLAMGMKREAVQEERQRGKDRNENEVESTSSANEDMPVERILEAELAVEPKTETYVEANMGLNPSSPNDPVTNICQAADKQLFTLVEWAKRIPHFSELPLDDQVILLRAGWNELLIASFSHRSIAVKDGILLATGLHVHRNSAHSAGVGAIFDRVLTELVSKMRDMQMDKTELGCLRAIVLFNPDSKGLSNPAEVEALREKVYASLEAYCKHKYPEQPGRFAKLLLRLPALRSIGLKCLEHLFFFKLIGDTPIDTFLMEMLEAPHQMT. The pAffinity is 6.3. (4) The drug is Nc1nnc([nH]1)N1CCC(CC1)N1CCOCC1Cc1ccc(Cl)cc1. The target protein (Q9BZP6) has sequence MTKLILLTGLVLILNLQLGSAYQLTCYFTNWAQYRPGLGRFMPDNIDPCLCTHLIYAFAGRQNNEITTIEWNDVTLYQAFNGLKNKNSQLKTLLAIGGWNFGTAPFTAMVSTPENRQTFITSVIKFLRQYEFDGLDFDWEYPGSRGSPPQDKHLFTVLVQEMREAFEQEAKQINKPRLMVTAAVAAGISNIQSGYEIPQLSQYLDYIHVMTYDLHGSWEGYTGENSPLYKYPTDTGSNAYLNVDYVMNYWKDNGAPAEKLIVGFPTYGHNFILSNPSNTGIGAPTSGAGPAGPYAKESGIWAYYEICTFLKNGATQGWDAPQEVPYAYQGNVWVGYDNIKSFDIKAQWLKHNKFGGAMVWAIDLDDFTGTFCNQGKFPLISTLKKALGLQSASCTAPAQPIEPITAAPSGSGNGSGSSSSGGSSGGSGFCAVRANGLYPVANNRNAFWHCVNGVTYQQNCQAGLVFDTSCDCCNWA. The pAffinity is 7.0.